This data is from Catalyst prediction with 721,799 reactions and 888 catalyst types from USPTO. The task is: Predict which catalyst facilitates the given reaction. (1) Reactant: C([NH:5][C:6]1[C:15]([N+:16]([O-:18])=[O:17])=[CH:14][C:9]([C:10]([O:12][CH3:13])=[O:11])=[C:8]([CH:19]=[CH2:20])[CH:7]=1)(C)(C)C.[ClH:21]. Product: [ClH:21].[NH2:5][C:6]1[C:15]([N+:16]([O-:18])=[O:17])=[CH:14][C:9]([C:10]([O:12][CH3:13])=[O:11])=[C:8]([CH:19]=[CH2:20])[CH:7]=1. The catalyst class is: 5. (2) Reactant: S(Cl)(Cl)=O.[C:5]1([C:11]2[C:20]3[CH:19]=[CH:18][CH:17]=[CH:16][C:15]=3[C:14]3[NH:21][N:22]=[C:23]([C:24]([OH:26])=[O:25])[C:13]=3[N:12]=2)[CH:10]=[CH:9][CH:8]=[CH:7][CH:6]=1.[C:27](=O)([O-])O.[Na+]. Product: [C:5]1([C:11]2[C:20]3[CH:19]=[CH:18][CH:17]=[CH:16][C:15]=3[C:14]3[NH:21][N:22]=[C:23]([C:24]([O:26][CH3:27])=[O:25])[C:13]=3[N:12]=2)[CH:10]=[CH:9][CH:8]=[CH:7][CH:6]=1. The catalyst class is: 5.